Dataset: Catalyst prediction with 721,799 reactions and 888 catalyst types from USPTO. Task: Predict which catalyst facilitates the given reaction. (1) Reactant: [C:1]([O:5][C:6](=[O:28])[CH2:7][CH:8]([C:18]1[CH:19]=[C:20]([CH:24]=[CH:25][C:26]=1[CH3:27])[C:21](O)=[O:22])[CH2:9][NH:10][C:11]([O:13][C:14]([CH3:17])([CH3:16])[CH3:15])=[O:12])([CH3:4])([CH3:3])[CH3:2].ON1C(=O)CCC1=O.C1(N=C=NC2CCCCC2)CCCCC1.Cl.[Cl:53][CH2:54][CH2:55][NH:56][CH2:57][CH2:58][Cl:59].C(N(CC)CC)C. Product: [Cl:53][CH2:54][CH2:55][N:56]([CH2:57][CH2:58][Cl:59])[C:21]([C:20]1[CH:24]=[CH:25][C:26]([CH3:27])=[C:18]([CH:8]([CH2:9][NH:10][C:11]([O:13][C:14]([CH3:17])([CH3:16])[CH3:15])=[O:12])[CH2:7][C:6]([O:5][C:1]([CH3:2])([CH3:3])[CH3:4])=[O:28])[CH:19]=1)=[O:22]. The catalyst class is: 10. (2) Reactant: [CH3:1][O:2][C:3]1[CH:8]=[C:7]([O:9][C:10]2[CH:11]=[CH:12][C:13]([N+:18]([O-])=O)=[C:14]([CH:17]=2)[NH:15][CH3:16])[CH:6]=[C:5]([CH3:21])[N:4]=1.[Cl-].[NH4+].C(O)C. Product: [CH3:1][O:2][C:3]1[CH:8]=[C:7]([O:9][C:10]2[CH:17]=[C:14]([NH:15][CH3:16])[C:13]([NH2:18])=[CH:12][CH:11]=2)[CH:6]=[C:5]([CH3:21])[N:4]=1. The catalyst class is: 150.